The task is: Predict the product of the given reaction.. This data is from Forward reaction prediction with 1.9M reactions from USPTO patents (1976-2016). (1) Given the reactants S([O-])(O)=O.[Na+].[OH-].[Na+].[F:8][C:9]([F:22])([F:21])[C:10]([OH:20])([C:16]([F:19])([F:18])[F:17])[CH2:11][S:12]([O-:15])(=[O:14])=[O:13].[Na+].[Cl-].[C:25]1([S+:31]([C:38]2[CH:43]=[CH:42][CH:41]=[CH:40][CH:39]=2)[C:32]2[CH:37]=[CH:36][CH:35]=[CH:34][CH:33]=2)[CH:30]=[CH:29][CH:28]=[CH:27][CH:26]=1, predict the reaction product. The product is: [F:19][C:16]([F:17])([F:18])[C:10]([OH:20])([C:9]([F:22])([F:8])[F:21])[CH2:11][S:12]([O-:15])(=[O:14])=[O:13].[C:38]1([S+:31]([C:25]2[CH:26]=[CH:27][CH:28]=[CH:29][CH:30]=2)[C:32]2[CH:37]=[CH:36][CH:35]=[CH:34][CH:33]=2)[CH:39]=[CH:40][CH:41]=[CH:42][CH:43]=1. (2) The product is: [CH3:53][Si:38]([CH3:37])([CH3:54])[CH2:39][CH2:40][O:41][C:42](=[O:52])[NH:43][C:44]1[CH:45]=[CH:46][C:47]([CH2:50][C:2]2[CH:7]=[CH:6][C:5]([CH2:8][O:9][CH:10]([CH3:12])[CH3:11])=[CH:4][CH:3]=2)=[CH:48][CH:49]=1. Given the reactants Br[C:2]1[CH:7]=[CH:6][C:5]([CH2:8][O:9][CH:10]([CH3:12])[CH3:11])=[CH:4][CH:3]=1.C([Li])(C)(C)C.CCCCC.C([Sn](Cl)(CCCC)CCCC)CCC.[CH3:37][Si:38]([CH3:54])([CH3:53])[CH2:39][CH2:40][O:41][C:42](=[O:52])[NH:43][C:44]1[CH:49]=[CH:48][C:47]([CH2:50]Cl)=[CH:46][CH:45]=1, predict the reaction product. (3) Given the reactants Br[C:2]1[CH:3]=[CH:4][C:5]2[O:14][CH2:13][CH2:12][N:11]3[C:7](=[N:8][C:9]([C:15]4[C:20]([CH3:21])=[CH:19][CH:18]=[CH:17][N:16]=4)=[CH:10]3)[C:6]=2[CH:22]=1.[CH:23]([N:26]1[CH2:31][CH2:30][CH:29]([SH:32])[CH2:28][CH2:27]1)([CH3:25])[CH3:24].CC1(C)C2C(=C(P(C3C=CC=CC=3)C3C=CC=CC=3)C=CC=2)OC2C(P(C3C=CC=CC=3)C3C=CC=CC=3)=CC=CC1=2.CCN(C(C)C)C(C)C, predict the reaction product. The product is: [CH:23]([N:26]1[CH2:31][CH2:30][CH:29]([S:32][C:2]2[CH:3]=[CH:4][C:5]3[O:14][CH2:13][CH2:12][N:11]4[C:7](=[N:8][C:9]([C:15]5[C:20]([CH3:21])=[CH:19][CH:18]=[CH:17][N:16]=5)=[CH:10]4)[C:6]=3[CH:22]=2)[CH2:28][CH2:27]1)([CH3:25])[CH3:24]. (4) Given the reactants [CH:1]1([S:4]([C:7]2[CH:12]=[CH:11][C:10]([CH:13]([CH2:26][CH:27]3[CH2:32][CH2:31][O:30][CH2:29][CH2:28]3)[C:14](=O)[CH2:15][CH2:16][C:17]([C:19]3[CH:24]=[CH:23][CH:22]=[CH:21][N:20]=3)=O)=[CH:9][CH:8]=2)(=[O:6])=[O:5])[CH2:3][CH2:2]1.C([O-])(=O)C.[NH4+:37], predict the reaction product. The product is: [CH:1]1([S:4]([C:7]2[CH:12]=[CH:11][C:10]([CH:13]([C:14]3[NH:37][C:17]([C:19]4[CH:24]=[CH:23][CH:22]=[CH:21][N:20]=4)=[CH:16][CH:15]=3)[CH2:26][CH:27]3[CH2:28][CH2:29][O:30][CH2:31][CH2:32]3)=[CH:9][CH:8]=2)(=[O:6])=[O:5])[CH2:3][CH2:2]1. (5) Given the reactants [H-].[Na+].[Cl:3][C:4]1[C:12]2[NH:11][C:10]3[CH2:13][CH2:14][N:15]([CH3:17])[CH2:16][C:9]=3[C:8]=2[CH:7]=[CH:6][CH:5]=1.[O:18]1[CH2:20][CH:19]1[C:21]1[CH:22]=[N:23][CH:24]=[CH:25][CH:26]=1, predict the reaction product. The product is: [Cl:3][C:4]1[C:12]2[N:11]([CH2:20][CH:19]([C:21]3[CH:22]=[N:23][CH:24]=[CH:25][CH:26]=3)[OH:18])[C:10]3[CH2:13][CH2:14][N:15]([CH3:17])[CH2:16][C:9]=3[C:8]=2[CH:7]=[CH:6][CH:5]=1.